This data is from Full USPTO retrosynthesis dataset with 1.9M reactions from patents (1976-2016). The task is: Predict the reactants needed to synthesize the given product. (1) Given the product [CH:13]([C:10]1[CH:9]=[CH:8][C:7]([O:6][C:5]2[CH:15]=[CH:16][C:2]([C:18]#[N:19])=[C:3]([CH3:17])[CH:4]=2)=[N:12][CH:11]=1)=[O:14], predict the reactants needed to synthesize it. The reactants are: Br[C:2]1[CH:16]=[CH:15][C:5]([O:6][C:7]2[N:12]=[CH:11][C:10]([CH:13]=[O:14])=[CH:9][CH:8]=2)=[CH:4][C:3]=1[CH3:17].[CH3:18][N:19](C=O)C. (2) Given the product [O:20]=[S:17]1(=[O:21])[CH2:18][CH2:19][CH:14]([C:5]2[C:4]3[C:8](=[C:9]([C:11]([NH2:13])=[O:12])[CH:10]=[C:2]([C:30]4[CH:31]=[C:32]([CH2:35][N:7]5[CH2:49][CH2:48][CH2:3][CH2:4][CH2:5][CH2:6]5)[S:33][CH:34]=4)[CH:3]=3)[NH:7][CH:6]=2)[CH2:15][CH2:16]1, predict the reactants needed to synthesize it. The reactants are: Br[C:2]1[CH:3]=[C:4]2[C:8](=[C:9]([C:11]([NH2:13])=[O:12])[CH:10]=1)[NH:7][CH:6]=[C:5]2[CH:14]1[CH2:19][CH2:18][S:17](=[O:21])(=[O:20])[CH2:16][CH2:15]1.CC1(C)C(C)(C)OB([C:30]2[CH:31]=[C:32]([CH:35]=O)[S:33][CH:34]=2)O1.C([O-])([O-])=O.[K+].[K+].O1[CH2:49][CH2:48]OCC1. (3) Given the product [C:1]([C:5]1[CH:6]=[C:7]2[C:12](=[CH:13][CH:14]=1)[C:11](=[O:15])[N:10]([C:16]1[CH:23]=[CH:22][CH:21]=[C:20]([C:24]3[CH:29]=[C:28]([NH:30][C:31]4[CH:36]=[CH:35][C:34]([C:37]([N:39]5[CH2:40][CH2:41][O:42][CH2:43][CH2:44]5)=[O:38])=[CH:33][N:32]=4)[C:27](=[O:45])[N:26]([CH3:46])[CH:25]=3)[C:17]=1[CH2:18][OH:19])[N:9]=[CH:8]2)([CH3:4])([CH3:2])[CH3:3], predict the reactants needed to synthesize it. The reactants are: [C:1]([C:5]1[CH:6]=[C:7]2[C:12](=[CH:13][CH:14]=1)[C:11](=[O:15])[N:10]([C:16]1[CH:23]=[CH:22][CH:21]=[C:20]([C:24]3[CH:29]=[C:28]([NH:30][C:31]4[CH:36]=[CH:35][C:34]([C:37]([N:39]5[CH2:44][CH2:43][O:42][CH2:41][CH2:40]5)=[O:38])=[CH:33][N:32]=4)[C:27](=[O:45])[N:26]([CH3:46])[CH:25]=3)[C:17]=1[CH:18]=[O:19])[N:9]=[CH:8]2)([CH3:4])([CH3:3])[CH3:2].C(Cl)Cl.[BH4-].[Na+]. (4) Given the product [C:11]([O:8][C:5]1[CH:6]=[CH:7][C:2]([Br:1])=[CH:3][CH:4]=1)(=[O:14])[CH:12]=[CH2:13], predict the reactants needed to synthesize it. The reactants are: [Br:1][C:2]1[CH:7]=[CH:6][C:5]([OH:8])=[CH:4][CH:3]=1.[H-].[Na+].[C:11](Cl)(=[O:14])[CH:12]=[CH2:13].O.